From a dataset of Reaction yield outcomes from USPTO patents with 853,638 reactions. Predict the reaction yield, written as a fraction of the theoretical maximum amount of product (1.0 means a 100% yield; for example, 0.34 means a 34% yield). (1) The reactants are Br[C:2]1[CH:35]=[CH:34][C:33]([Cl:36])=[CH:32][C:3]=1[CH2:4][O:5][C:6]1[CH:11]=[CH:10][C:9]([C:12]2[N:16]([CH:17]3[CH2:22][CH2:21][CH2:20][CH2:19][CH2:18]3)[C:15]3[CH:23]=[CH:24][C:25]([C:27]([O:29][CH2:30][CH3:31])=[O:28])=[CH:26][C:14]=3[N:13]=2)=[CH:8][CH:7]=1.C(=O)([O-])O.[Na+].[CH:42]([Cl:45])(Cl)Cl. The catalyst is COCCOC. The product is [Cl:45][C:42]1[CH:34]=[CH:35][C:2]([C:2]2[CH:35]=[CH:34][C:33]([Cl:36])=[CH:32][C:3]=2[CH2:4][O:5][C:6]2[CH:11]=[CH:10][C:9]([C:12]3[N:16]([CH:17]4[CH2:22][CH2:21][CH2:20][CH2:19][CH2:18]4)[C:15]4[CH:23]=[CH:24][C:25]([C:27]([O:29][CH2:30][CH3:31])=[O:28])=[CH:26][C:14]=4[N:13]=3)=[CH:8][CH:7]=2)=[CH:3][CH:4]=1. The yield is 0.850. (2) The product is [Br:1][C:2]1[CH:7]=[CH:6][C:5]([CH:8]([Br:17])[CH3:9])=[CH:4][CH:3]=1. The yield is 0.500. The reactants are [Br:1][C:2]1[CH:7]=[CH:6][C:5]([CH2:8][CH3:9])=[CH:4][CH:3]=1.C1C(=O)N([Br:17])C(=O)C1. No catalyst specified. (3) The reactants are [BrH:1].C(O)(=O)C.[CH3:6][O:7][C:8]1[CH:9]=[C:10]([C:14](=O)[CH2:15][S:16][C:17]#[N:18])[CH:11]=[CH:12][CH:13]=1.O. The catalyst is C(O)(=O)C. The product is [Br:1][C:17]1[S:16][CH:15]=[C:14]([C:10]2[CH:11]=[CH:12][CH:13]=[C:8]([O:7][CH3:6])[CH:9]=2)[N:18]=1. The yield is 0.448. (4) The reactants are [Br:1][C:2]1[CH:3]=[C:4]([C:9]([O:11][CH3:12])=[O:10])[CH:5]=[N:6][C:7]=1I.[CH3:13]B1OB(C)OB(C)O1.C(Cl)Cl.C(=O)([O-])[O-].[K+].[K+]. The catalyst is C1C=CC(P(C2C=CC=CC=2)[C-]2C=CC=C2)=CC=1.C1C=CC(P(C2C=CC=CC=2)[C-]2C=CC=C2)=CC=1.Cl[Pd]Cl.[Fe+2].O1CCOCC1. The product is [Br:1][C:2]1[CH:3]=[C:4]([C:9]([O:11][CH3:12])=[O:10])[CH:5]=[N:6][C:7]=1[CH3:13]. The yield is 0.740. (5) The reactants are [C:1]([O:5][C:6]([N:8]1[CH:13]2[CH2:14][CH2:15][CH:9]1[CH2:10][NH:11][CH2:12]2)=[O:7])([CH3:4])([CH3:3])[CH3:2].[NH2:16][C:17]1[CH:25]=[C:24]([CH3:26])[C:20]([C:21](O)=[O:22])=[CH:19][N:18]=1. No catalyst specified. The product is [C:1]([O:5][C:6]([N:8]1[CH:9]2[CH2:15][CH2:14][CH:13]1[CH2:12][N:11]([C:21]([C:20]1[CH:19]=[N:18][C:17]([NH2:16])=[CH:25][C:24]=1[CH3:26])=[O:22])[CH2:10]2)=[O:7])([CH3:4])([CH3:2])[CH3:3]. The yield is 0.550.